The task is: Predict the reactants needed to synthesize the given product.. This data is from Full USPTO retrosynthesis dataset with 1.9M reactions from patents (1976-2016). (1) Given the product [CH3:37][O:36][C:30]1[CH:29]=[C:28]([CH2:27][CH2:26][O:25][C@@H:20]2[CH2:21][CH2:22][CH2:23][CH2:24][C@@H:19]2[OH:18])[CH:33]=[CH:32][C:31]=1[O:34][CH3:35], predict the reactants needed to synthesize it. The reactants are: C([Si]([O:18][C@H:19]1[CH2:24][CH2:23][CH2:22][CH2:21][C@H:20]1[O:25][CH2:26][CH2:27][C:28]1[CH:33]=[CH:32][C:31]([O:34][CH3:35])=[C:30]([O:36][CH3:37])[CH:29]=1)(C1C=CC=CC=1)C1C=CC=CC=1)(C)(C)C.[F-].C([N+](CCCC)(CCCC)CCCC)CCC. (2) Given the product [CH2:17]([O:14][C:7]1[C:8]2[C:13](=[CH:12][CH:11]=[CH:10][CH:9]=2)[C:4]([Cl:3])=[N:5][CH:6]=1)[CH:16]=[CH2:15], predict the reactants needed to synthesize it. The reactants are: [H-].[Na+].[Cl:3][C:4]1[C:13]2[C:8](=[CH:9][CH:10]=[CH:11][CH:12]=2)[C:7]([OH:14])=[CH:6][N:5]=1.[CH2:15](Br)[CH:16]=[CH2:17]. (3) The reactants are: [F:1][CH:2]([F:14])[O:3][C:4]1[CH:5]=[C:6]2[C:10](=[CH:11][CH:12]=1)[NH:9][N:8]=[C:7]2I.C([Mg]Cl)(C)C.Cl[Sn:21]([CH2:30][CH2:31][CH2:32][CH3:33])([CH2:26][CH2:27][CH2:28][CH3:29])[CH2:22][CH2:23][CH2:24][CH3:25]. Given the product [F:1][CH:2]([F:14])[O:3][C:4]1[CH:5]=[C:6]2[C:10](=[CH:11][CH:12]=1)[NH:9][N:8]=[C:7]2[Sn:21]([CH2:26][CH2:27][CH2:28][CH3:29])([CH2:30][CH2:31][CH2:32][CH3:33])[CH2:22][CH2:23][CH2:24][CH3:25], predict the reactants needed to synthesize it. (4) Given the product [NH2:38][C:39]1[O:47][C:46]2[C:41](=[N:42][CH:43]=[C:44]([CH2:48][CH2:49][CH3:50])[CH:45]=2)[C:40]=1[C:51]([NH:1][C:2]1[CH:3]=[N:4][CH:5]=[CH:6][C:7]=1[N:8]1[CH2:13][C@H:12]([CH3:14])[C@@H:11]([OH:15])[C@H:10]([NH2:23])[CH2:9]1)=[O:52], predict the reactants needed to synthesize it. The reactants are: [NH2:1][C:2]1[CH:3]=[N:4][CH:5]=[CH:6][C:7]=1[N:8]1[CH2:13][C@H:12]([CH3:14])[C@@H:11]([O:15][Si](C(C)(C)C)(C)C)[C@H:10]([NH:23]C(=O)OC(C)(C)C)[CH2:9]1.C(OC([NH:38][C:39]1[O:47][C:46]2[C:41](=[N:42][CH:43]=[C:44]([CH2:48][CH2:49][CH3:50])[CH:45]=2)[C:40]=1[C:51](O)=[O:52])=O)(C)(C)C.CCN(C(C)C)C(C)C.CN(C(ON1N=NC2C=CC=NC1=2)=[N+](C)C)C.F[P-](F)(F)(F)(F)F. (5) Given the product [O:20]1[CH:21]=[CH:22][CH:23]=[C:19]1[C:17]#[C:18][C:2]#[C:3]/[CH:4]=[CH:5]\[CH2:6][CH2:7][CH2:8][CH2:9][CH2:10][CH2:11][CH2:12][C:13]([OH:15])=[O:14], predict the reactants needed to synthesize it. The reactants are: Br[C:2]#[C:3][CH2:4][CH2:5][CH2:6][CH2:7][CH2:8][CH2:9][CH2:10][CH2:11][CH2:12][C:13]([O:15]C)=[O:14].[C:17]([C:19]1[O:20][CH:21]=[CH:22][CH:23]=1)#[CH:18]. (6) Given the product [C:16]([C:15]1[CH:14]=[C:13]([N:12]([CH2:11][C:9]2[CH:8]=[CH:7][C:6]3[O:1][CH2:2][CH2:3][O:4][C:5]=3[CH:10]=2)[C:22](=[O:27])[CH2:23][CH2:24][CH2:25][CH3:26])[CH:20]=[C:19]([F:21])[CH:18]=1)#[N:17], predict the reactants needed to synthesize it. The reactants are: [O:1]1[C:6]2[CH:7]=[CH:8][C:9]([CH2:11][NH:12][C:13]3[CH:14]=[C:15]([CH:18]=[C:19]([F:21])[CH:20]=3)[C:16]#[N:17])=[CH:10][C:5]=2[O:4][CH2:3][CH2:2]1.[C:22](Cl)(=[O:27])[CH2:23][CH2:24][CH2:25][CH3:26].